This data is from Catalyst prediction with 721,799 reactions and 888 catalyst types from USPTO. The task is: Predict which catalyst facilitates the given reaction. (1) Reactant: [NH2:1][CH2:2][CH2:3][CH2:4][C:5]([OH:7])=[O:6].[C:8]1([S:14](Cl)(=[O:16])=[O:15])[CH:13]=[CH:12][CH:11]=[CH:10][CH:9]=1. Product: [C:8]1([S:14]([NH:1][CH2:2][CH2:3][CH2:4][C:5]([OH:7])=[O:6])(=[O:16])=[O:15])[CH:13]=[CH:12][CH:11]=[CH:10][CH:9]=1. The catalyst class is: 74. (2) Reactant: CCOC(/N=N/C(OCC)=O)=O.C(OC([N:20]1[CH2:25][CH2:24][N:23]([C:26]2[C:27]([O:32][CH2:33][CH2:34][OH:35])=[N:28][CH:29]=[CH:30][N:31]=2)[CH2:22][CH2:21]1)=O)(C)(C)C.[C:36]([C:39]1[O:40][C:41]2[C:47](O)=[CH:46][CH:45]=[CH:44][C:42]=2[CH:43]=1)(=[O:38])[CH3:37].C1C=CC(P(C2C=CC=CC=2)C2C=CC=CC=2)=CC=1.[ClH:68].[NH+]1C=CC=CC=1. Product: [ClH:68].[N:23]1([C:26]2[C:27]([O:32][CH2:33][CH2:34][O:35][C:47]3[C:41]4[O:40][C:39]([C:36](=[O:38])[CH3:37])=[CH:43][C:42]=4[CH:44]=[CH:45][CH:46]=3)=[N:28][CH:29]=[CH:30][N:31]=2)[CH2:22][CH2:21][NH:20][CH2:25][CH2:24]1. The catalyst class is: 87. (3) Reactant: [Cl:1][C:2]1[C:10]2[C:9]3[C:11]([Cl:17])=[C:12]([Cl:16])[C:13]([Cl:15])=[CH:14][C:8]=3[O:7][C:6]=2[C:5]([N+:18]([O-])=O)=[C:4]([Cl:21])[C:3]=1[Cl:22]. Product: [Cl:1][C:2]1[C:10]2[C:9]3[C:11]([Cl:17])=[C:12]([Cl:16])[C:13]([Cl:15])=[CH:14][C:8]=3[O:7][C:6]=2[C:5]([NH2:18])=[C:4]([Cl:21])[C:3]=1[Cl:22]. The catalyst class is: 8. (4) The catalyst class is: 28. Product: [Cl:2][C:3]1[CH:10]=[CH:9][C:6]([CH2:7][C@@H:17]([C:11]2[CH:16]=[CH:15][CH:14]=[CH:13][CH:12]=2)[C@H:18]([OH:20])[CH3:19])=[CH:5][CH:4]=1. Reactant: [Mg].[Cl:2][C:3]1[CH:10]=[CH:9][C:6]([CH2:7]Cl)=[CH:5][CH:4]=1.[C:11]1([C@H:17]2[O:20][C@@H:18]2[CH3:19])[CH:16]=[CH:15][CH:14]=[CH:13][CH:12]=1.